From a dataset of CYP1A2 inhibition data for predicting drug metabolism from PubChem BioAssay. Regression/Classification. Given a drug SMILES string, predict its absorption, distribution, metabolism, or excretion properties. Task type varies by dataset: regression for continuous measurements (e.g., permeability, clearance, half-life) or binary classification for categorical outcomes (e.g., BBB penetration, CYP inhibition). Dataset: cyp1a2_veith. The compound is COc1cccc(NC(=S)NNC(=O)C(C)n2nc(C)c([N+](=O)[O-])c2C)c1. The result is 0 (non-inhibitor).